From a dataset of Full USPTO retrosynthesis dataset with 1.9M reactions from patents (1976-2016). Predict the reactants needed to synthesize the given product. (1) Given the product [C:22]([C:24]1[CH:29]=[CH:28][CH:27]=[CH:26][C:25]=1[C:13]1[CH:12]=[CH:11][C:5]([C:6]([O:8][CH2:9][CH3:10])=[O:7])=[CH:4][C:3]=1[O:2][CH3:1])#[N:23], predict the reactants needed to synthesize it. The reactants are: [CH3:1][O:2][C:3]1[CH:4]=[C:5]([CH:11]=[CH:12][C:13]=1OS(C(F)(F)F)(=O)=O)[C:6]([O:8][CH2:9][CH3:10])=[O:7].[C:22]([C:24]1[CH:29]=[CH:28][CH:27]=[CH:26][C:25]=1B(O)O)#[N:23].C(=O)([O-])[O-].[Cs+].[Cs+].C(OCC)(=O)C. (2) Given the product [CH3:1][O:2][C:3]1[CH:4]=[CH:5][C:6]([CH2:7][N:8]2[C:16](=[O:17])[C:15]3[N:14]([CH2:36][C:37]4[CH:42]=[CH:41][CH:40]=[CH:39][N:38]=4)[C:13]([CH2:18][C:19]4[CH:24]=[CH:23][CH:22]=[C:21]([O:25][C:26]([F:27])([F:29])[F:28])[CH:20]=4)=[N:12][C:11]=3[N:10]([CH3:30])[C:9]2=[O:31])=[CH:32][CH:33]=1, predict the reactants needed to synthesize it. The reactants are: [CH3:1][O:2][C:3]1[CH:33]=[CH:32][C:6]([CH2:7][N:8]2[C:16](=[O:17])[C:15]3[NH:14][C:13]([CH2:18][C:19]4[CH:24]=[CH:23][CH:22]=[C:21]([O:25][C:26]([F:29])([F:28])[F:27])[CH:20]=4)=[N:12][C:11]=3[N:10]([CH3:30])[C:9]2=[O:31])=[CH:5][CH:4]=1.Br.Br[CH2:36][C:37]1[CH:42]=[CH:41][CH:40]=[CH:39][N:38]=1.C(=O)([O-])[O-].[K+].[K+]. (3) Given the product [Cl:20][C:21]1[CH:26]=[CH:25][CH:24]=[CH:23][C:22]=1[NH:27][C:28](=[O:42])[NH:29][C:30]1[CH:35]=[CH:34][C:33]([CH2:36][C:37]([N:5]2[CH2:6][C:2]([F:1])([F:19])[CH2:3][CH:4]2[CH2:7][O:8][C:9]2[CH:18]=[CH:17][C:12]([C:13]([O:15][CH3:16])=[O:14])=[CH:11][CH:10]=2)=[O:38])=[CH:32][C:31]=1[O:40][CH3:41], predict the reactants needed to synthesize it. The reactants are: [F:1][C:2]1([F:19])[CH2:6][NH:5][CH:4]([CH2:7][O:8][C:9]2[CH:18]=[CH:17][C:12]([C:13]([O:15][CH3:16])=[O:14])=[CH:11][CH:10]=2)[CH2:3]1.[Cl:20][C:21]1[CH:26]=[CH:25][CH:24]=[CH:23][C:22]=1[NH:27][C:28](=[O:42])[NH:29][C:30]1[CH:35]=[CH:34][C:33]([CH2:36][C:37](O)=[O:38])=[CH:32][C:31]=1[O:40][CH3:41].CCN=C=NCCCN(C)C.Cl.C1C=CC2N(O)N=NC=2C=1. (4) Given the product [F:23][C:5]1[C:6]([NH:8][C:9]2[CH:10]=[C:11]([NH:15][C:16](=[O:22])[O:17][C:18]([CH3:21])([CH3:20])[CH3:19])[CH:12]=[CH:13][CH:14]=2)=[N:7][C:2]([NH:33][C:32]2[CH:31]=[CH:30][C:29]([O:28][CH2:27][CH2:26][O:25][CH3:24])=[CH:35][CH:34]=2)=[N:3][CH:4]=1, predict the reactants needed to synthesize it. The reactants are: Cl[C:2]1[N:7]=[C:6]([NH:8][C:9]2[CH:10]=[C:11]([NH:15][C:16](=[O:22])[O:17][C:18]([CH3:21])([CH3:20])[CH3:19])[CH:12]=[CH:13][CH:14]=2)[C:5]([F:23])=[CH:4][N:3]=1.[CH3:24][O:25][CH2:26][CH2:27][O:28][C:29]1[CH:35]=[CH:34][C:32]([NH2:33])=[CH:31][CH:30]=1. (5) The reactants are: [NH:1]1[C:5]2[CH:6]=[N:7][CH:8]=[C:9]([C:10]#[N:11])[C:4]=2[CH:3]=[CH:2]1.Cl.[NH2:13][OH:14].C(=O)(O)[O-].[Na+]. Given the product [OH:14][NH:13][C:10]([C:9]1[C:4]2[CH:3]=[CH:2][NH:1][C:5]=2[CH:6]=[N:7][CH:8]=1)=[NH:11], predict the reactants needed to synthesize it.